This data is from Forward reaction prediction with 1.9M reactions from USPTO patents (1976-2016). The task is: Predict the product of the given reaction. The product is: [F:14][C:6]1[CH:5]=[C:4]([N:1]2[C:15]([Si:17]([CH3:20])([CH3:19])[CH3:18])=[CH:16][N:3]=[N:2]2)[CH:13]=[CH:12][C:7]=1[C:8]([O:10][CH3:11])=[O:9]. Given the reactants [N:1]([C:4]1[CH:13]=[CH:12][C:7]([C:8]([O:10][CH3:11])=[O:9])=[C:6]([F:14])[CH:5]=1)=[N+:2]=[N-:3].[C:15]([Si:17]([CH3:20])([CH3:19])[CH3:18])#[CH:16], predict the reaction product.